From a dataset of Drug-target binding data from BindingDB using Ki measurements. Regression. Given a target protein amino acid sequence and a drug SMILES string, predict the binding affinity score between them. We predict pKi (pKi = -log10(Ki in M); higher means stronger inhibition). Dataset: bindingdb_ki. (1) The compound is CCc1nc(N)c2ncn([C@H]3O[C@@H](COP(=O)(O)CP(=O)(O)OCCc4c(O)c5c(c(C)c4OC)COC5=O)[C@H](O)[C@@H]3O)c2n1. The pKi is 7.8. The target protein (P20839) has sequence MADYLISGGTGYVPEDGLTAQQLFASADGLTYNDFLILPGFIDFIADEVDLTSALTRKITLKTPLISSPMDTVTEADMAIAMALMGGIGFIHHNCTPEFQANEVRKVKKFEQGFITDPVVLSPSHTVGDVLEAKMRHGFSGIPITETGTMGSKLVGIVTSRDIDFLAEKDHTTLLSEVMTPRIELVVAPAGVTLKEANEILQRSKKGKLPIVNDCDELVAIIARTDLKKNRDYPLASKDSQKQLLCGAAVGTREDDKYRLDLLTQAGVDVIVLDSSQGNSVYQIAMVHYIKQKYPHLQVIGGNVVTAAQAKNLIDAGVDGLRVGMGCGSICITQEVMACGRPQGTAVYKVAEYARRFGVPIIADGGIQTVGHVVKALALGASTVMMGSLLAATTEAPGEYFFSDGVRLKKYRGMGSLDAMEKSSSSQKRYFSEGDKVKIAQGVSGSIQDKGSIQKFVPYLIAGIQHGCQDIGARSLSVLRSMMYSGELKFEKRTMSAQIE.... (2) The drug is C[C@H](NC(=O)[C@H](CCCN=C(N)N)NC(=O)[C@H](CCC(N)=O)NC(=O)[C@@H]1CCCN1C(=O)[C@@H](N)[C@@H](C)O)C(=O)N[C@@H](CCCN=C(N)N)C(=O)N[C@@H](CCCN=C(N)N)C(=O)N[C@@H](CCCN=C(N)N)C(=O)N[C@@H](CCCCN)C(=O)N[C@@H](CCCCN)C(=O)N[C@@H](CCCN=C(N)N)C(=O)N[C@@H](Cc1c[nH]c2ccccc12)C(=O)O. The target protein (Q6UW60) has sequence MRPAPIALWLRLVLALALVRPRAVGWAPVRAPIYVSSWAVQVSQGNREVERLARKFGFVNLGPIFPDGQYFHLRHRGVVQQSLTPHWGHRLHLKKNPKVQWFQQQTLQRRVKRSVVVPTDPWFSKQWYMNSEAQPDLSILQAWSQGLSGQGIVVSVLDDGIEKDHPDLWANYDPLASYDFNDYDPDPQPRYTPSKENRHGTRCAGEVAAMANNGFCGVGVAFNARIGGVRMLDGTITDVIEAQSLSLQPQHIHIYSASWGPEDDGRTVDGPGILTREAFRRGVTKGRGGLGTLFIWASGNGGLHYDNCNCDGYTNSIHTLSVGSTTQQGRVPWYSEACASTLTTTYSSGVATDPQIVTTDLHHGCTDQHTGTSASAPLAAGMIALALEANPFLTWRDMQHLVVRASKPAHLQAEDWRTNGVGRQVSHHYGYGLLDAGLLVDTARTWLPTQPQRKCAVRVQSRPTPILPLIYIRENVSACAGLHNSIRSLEHVQAQLTLSY.... The pKi is 6.0.